Dataset: Forward reaction prediction with 1.9M reactions from USPTO patents (1976-2016). Task: Predict the product of the given reaction. (1) Given the reactants [OH:1][CH:2]1[CH2:7][CH2:6][N:5]([C:8]([N:10]2[CH2:15][CH:14]([C:16]3[CH:21]=[CH:20][C:19]([CH2:22][C:23]([F:26])([F:25])[F:24])=[CH:18][CH:17]=3)[CH2:13][CH:12]([C:27]([O:29]C)=[O:28])[CH2:11]2)=[O:9])[CH2:4][CH2:3]1.CC(C)([O-])C.[K+], predict the reaction product. The product is: [OH:1][CH:2]1[CH2:3][CH2:4][N:5]([C:8]([N:10]2[CH2:15][CH:14]([C:16]3[CH:21]=[CH:20][C:19]([CH2:22][C:23]([F:24])([F:25])[F:26])=[CH:18][CH:17]=3)[CH2:13][CH:12]([C:27]([OH:29])=[O:28])[CH2:11]2)=[O:9])[CH2:6][CH2:7]1. (2) Given the reactants N(C1N=NC(C2C=CC=CC=2)=CN=1)N.[NH:15]([C:17]1[N:18]=[N:19][C:20]([C:23]2[CH:28]=[CH:27][C:26]([Cl:29])=[CH:25][CH:24]=2)=[CH:21][N:22]=1)[NH2:16].N1C2C(=CC(CC(O)=O)=CC=2)C=CC=1.[CH3:44][O:45][C:46]1[CH:47]=[C:48]2[C:53](=[CH:54][C:55]=1[O:56][CH3:57])[N:52]=[CH:51][CH:50]=[C:49]2[O:58][CH2:59][C:60](O)=[O:61], predict the reaction product. The product is: [Cl:29][C:26]1[CH:25]=[CH:24][C:23]([C:20]2[N:19]=[N:18][C:17]([NH:15][NH:16][C:60](=[O:61])[CH2:59][O:58][C:49]3[C:48]4[C:53](=[CH:54][C:55]([O:56][CH3:57])=[C:46]([O:45][CH3:44])[CH:47]=4)[N:52]=[CH:51][CH:50]=3)=[N:22][CH:21]=2)=[CH:28][CH:27]=1. (3) The product is: [CH:1]1([C:4]2[C:12]([N:13]([S:14]([CH3:17])(=[O:16])=[O:15])[CH2:18][CH2:19][O:20][C:32]([C:33]3[CH:41]=[CH:40][CH:39]=[CH:38][C:34]=3[C:35]([OH:37])=[O:36])=[O:42])=[CH:11][C:10]3[C:6](=[C:7]([C:28](=[O:29])[NH:30][CH3:31])[N:8]([C:21]4[CH:22]=[CH:23][C:24]([F:27])=[CH:25][CH:26]=4)[N:9]=3)[CH:5]=2)[CH2:3][CH2:2]1. Given the reactants [CH:1]1([C:4]2[C:12]([N:13]([CH2:18][CH2:19][OH:20])[S:14]([CH3:17])(=[O:16])=[O:15])=[CH:11][C:10]3[C:6](=[C:7]([C:28]([NH:30][CH3:31])=[O:29])[N:8]([C:21]4[CH:26]=[CH:25][C:24]([F:27])=[CH:23][CH:22]=4)[N:9]=3)[CH:5]=2)[CH2:3][CH2:2]1.[C:32]1(=[O:42])[O:37][C:35](=[O:36])[C:34]2=[CH:38][CH:39]=[CH:40][CH:41]=[C:33]12, predict the reaction product. (4) Given the reactants [NH2:1][C:2]1[N:3]=[C:4]([NH:17][C:18]2[CH:26]=[CH:25][C:21]([C:22]([OH:24])=O)=[CH:20][CH:19]=2)[S:5][C:6]=1[C:7](=[O:16])[C:8]1[C:13]([F:14])=[CH:12][CH:11]=[CH:10][C:9]=1[F:15].[NH2:27][CH2:28][C:29]1([N:34]([CH3:36])[CH3:35])[CH2:33][CH2:32][CH2:31][CH2:30]1, predict the reaction product. The product is: [NH2:1][C:2]1[N:3]=[C:4]([NH:17][C:18]2[CH:19]=[CH:20][C:21]([C:22]([NH:27][CH2:28][C:29]3([N:34]([CH3:36])[CH3:35])[CH2:33][CH2:32][CH2:31][CH2:30]3)=[O:24])=[CH:25][CH:26]=2)[S:5][C:6]=1[C:7](=[O:16])[C:8]1[C:9]([F:15])=[CH:10][CH:11]=[CH:12][C:13]=1[F:14]. (5) Given the reactants [F:1][CH:2]([F:35])[CH2:3][O:4][C:5]1[CH:10]=[CH:9][C:8]([CH:11]([F:13])[F:12])=[CH:7][C:6]=1[C:14]1[C:15]2[N:16]([N:20]=[C:21]([NH:23][C:24]3[CH:34]=[CH:33][C:27]4[CH2:28][CH2:29][NH:30][CH2:31][CH2:32][C:26]=4[CH:25]=3)[N:22]=2)[CH:17]=[CH:18][CH:19]=1.Cl[CH2:37][C:38]([N:40]([CH3:42])[CH3:41])=[O:39], predict the reaction product. The product is: [F:35][CH:2]([F:1])[CH2:3][O:4][C:5]1[CH:10]=[CH:9][C:8]([CH:11]([F:13])[F:12])=[CH:7][C:6]=1[C:14]1[C:15]2[N:16]([N:20]=[C:21]([NH:23][C:24]3[CH:34]=[CH:33][C:27]4[CH2:28][CH2:29][N:30]([CH2:37][C:38]([N:40]([CH3:42])[CH3:41])=[O:39])[CH2:31][CH2:32][C:26]=4[CH:25]=3)[N:22]=2)[CH:17]=[CH:18][CH:19]=1. (6) Given the reactants O[C:2]1[C:11]2[C:6](=CC=CC=2)[C:5](NS(C2SC=CC=2)(=O)=O)=[CH:4][C:3]=1SC1N(C)N=NN=1.[Cl:28][C:29]1[CH:30]=[C:31]([S:36](/[N:39]=[C:40]2\[CH:41]=[C:42]([S:51][C:52]3[N:56]([CH3:57])[N:55]=[N:54][N:53]=3)[C:43](=[O:50])[C:44]3[C:49]\2=[CH:48][CH:47]=[CH:46][CH:45]=3)(=[O:38])=[O:37])[CH:32]=[CH:33][C:34]=1[Cl:35], predict the reaction product. The product is: [Cl:28][C:29]1[CH:30]=[C:31]([S:36]([NH:39][C:40]2[C:49]3[C:44](=[CH:45][CH:46]=[CH:47][CH:48]=3)[C:43]([OH:50])=[C:42]([S:51][C:52]3[N:56]([CH3:57])[N:55]=[N:54][N:53]=3)[CH:41]=2)(=[O:38])=[O:37])[CH:32]=[CH:33][C:34]=1[Cl:35].[CH3:57][N:56]1[C:52]([S:51][C:42]2[C:43](=[O:50])[C:44]3[C:49](=[CH:48][CH:47]=[CH:46][CH:45]=3)/[C:40](=[N:39]/[S:36]([C:31]3[CH:32]=[CH:33][C:34]([C:2]4[CH:11]=[CH:6][CH:5]=[CH:4][CH:3]=4)=[CH:29][CH:30]=3)(=[O:38])=[O:37])/[CH:41]=2)=[N:53][N:54]=[N:55]1.